Regression. Given two drug SMILES strings and cell line genomic features, predict the synergy score measuring deviation from expected non-interaction effect. From a dataset of NCI-60 drug combinations with 297,098 pairs across 59 cell lines. (1) Drug 1: C1=CN(C=N1)CC(O)(P(=O)(O)O)P(=O)(O)O. Drug 2: C1C(C(OC1N2C=NC3=C2NC=NCC3O)CO)O. Cell line: KM12. Synergy scores: CSS=-2.11, Synergy_ZIP=4.11, Synergy_Bliss=-0.764, Synergy_Loewe=-4.04, Synergy_HSA=-10.0. (2) Drug 2: C1CN(CCN1C(=O)CCBr)C(=O)CCBr. Synergy scores: CSS=51.2, Synergy_ZIP=-0.691, Synergy_Bliss=-0.763, Synergy_Loewe=0.497, Synergy_HSA=2.93. Cell line: ACHN. Drug 1: C1=C(C(=O)NC(=O)N1)F.